This data is from Full USPTO retrosynthesis dataset with 1.9M reactions from patents (1976-2016). The task is: Predict the reactants needed to synthesize the given product. (1) Given the product [F:4][C:3]([F:6])([F:5])[C:1]([OH:7])=[O:2].[Br:8][C:9]1[CH:10]=[C:11]2[C:16](=[CH:17][CH:18]=1)[C:15]([CH2:19][N:20]1[C:21]3[CH:45]=[CH:44][CH:43]=[CH:42][C:22]=3[O:23][CH2:24][C@H:25]([NH:28][C:29](=[O:41])[C@@H:30]([NH:32][CH3:33])[CH3:31])[C:26]1=[O:27])=[C:14]([O:46][CH3:47])[CH:13]=[CH:12]2, predict the reactants needed to synthesize it. The reactants are: [C:1]([OH:7])([C:3]([F:6])([F:5])[F:4])=[O:2].[Br:8][C:9]1[CH:10]=[C:11]2[C:16](=[CH:17][CH:18]=1)[C:15]([CH2:19][N:20]1[C:26](=[O:27])[C@@H:25]([NH:28][C:29](=[O:41])[C@@H:30]([N:32](C)[C:33](=O)OC(C)(C)C)[CH3:31])[CH2:24][O:23][C:22]3[CH:42]=[CH:43][CH:44]=[CH:45][C:21]1=3)=[C:14]([O:46][CH3:47])[CH:13]=[CH:12]2. (2) Given the product [CH3:1][O:2][N:3]=[C:4]1[C@@H:9]([CH2:10][OH:11])[CH2:8][C@H:7]2[CH2:12][C@@H:5]1[C:6]2([CH3:14])[CH3:13], predict the reactants needed to synthesize it. The reactants are: [CH3:1][O:2][N:3]=[C:4]1[C@@H:9]([CH:10]=[O:11])[CH2:8][C@H:7]2[CH2:12][C@@H:5]1[C:6]2([CH3:14])[CH3:13].[BH4-].[Na+].C([O-])(O)=O.[Na+].